This data is from Forward reaction prediction with 1.9M reactions from USPTO patents (1976-2016). The task is: Predict the product of the given reaction. (1) Given the reactants Cl[C:2]1[N:7]=[C:6]([C:8]([NH:10][C:11]2[CH:16]=[CH:15][CH:14]=[CH:13][CH:12]=2)=[O:9])[CH:5]=[CH:4][CH:3]=1.[C:17]1([CH2:23][SH:24])[CH:22]=[CH:21][CH:20]=[CH:19][CH:18]=1.C([O-])([O-])=O.[K+].[K+], predict the reaction product. The product is: [CH2:23]([S:24][C:2]1[N:7]=[C:6]([C:8]([NH:10][C:11]2[CH:16]=[CH:15][CH:14]=[CH:13][CH:12]=2)=[O:9])[CH:5]=[CH:4][CH:3]=1)[C:17]1[CH:22]=[CH:21][CH:20]=[CH:19][CH:18]=1. (2) Given the reactants Br[C:2]1[C:3]([C:14]([O:16][CH3:17])=[O:15])=[C:4]([CH3:13])[O:5][C:6]=1[C:7]1[CH:12]=[CH:11][CH:10]=[CH:9][CH:8]=1.[CH3:18][O:19][C:20]1[CH:25]=[CH:24][C:23](B(O)O)=[CH:22][CH:21]=1.C(=O)([O-])[O-].[Na+].[Na+], predict the reaction product. The product is: [CH3:18][O:19][C:20]1[CH:25]=[CH:24][C:23]([C:2]2[C:3]([C:14]([O:16][CH3:17])=[O:15])=[C:4]([CH3:13])[O:5][C:6]=2[C:7]2[CH:12]=[CH:11][CH:10]=[CH:9][CH:8]=2)=[CH:22][CH:21]=1. (3) Given the reactants [CH2:1]([OH:8])[C:2]1[CH:7]=[CH:6][CH:5]=[CH:4][CH:3]=1.[H-].[Na+].Cl[C:12]1[CH:19]=[CH:18][C:15]([C:16]#[N:17])=[CH:14][N:13]=1.[Cl-].[NH4+], predict the reaction product. The product is: [CH2:1]([O:8][C:12]1[CH:19]=[CH:18][C:15]([C:16]#[N:17])=[CH:14][N:13]=1)[C:2]1[CH:7]=[CH:6][CH:5]=[CH:4][CH:3]=1. (4) Given the reactants [CH:1]1([CH2:4][S:5]([C:8]2[CH:13]=[C:12]([O:14][C:15]3[C:20]([CH3:21])=[CH:19][C:18]([N+:22]([O-])=O)=[CH:17][C:16]=3[CH3:25])[CH:11]=[CH:10][C:9]=2[OH:26])(=[O:7])=[O:6])[CH2:3][CH2:2]1, predict the reaction product. The product is: [NH2:22][C:18]1[CH:17]=[C:16]([CH3:25])[C:15]([O:14][C:12]2[CH:11]=[CH:10][C:9]([OH:26])=[C:8]([S:5]([CH2:4][CH:1]3[CH2:2][CH2:3]3)(=[O:7])=[O:6])[CH:13]=2)=[C:20]([CH3:21])[CH:19]=1. (5) The product is: [CH3:1][CH:2]([CH3:14])[CH2:3][CH2:4][CH2:5][CH2:6][CH2:7][CH2:8][C:9]([OH:11])=[O:10]. Given the reactants [CH3:1][CH:2]([CH3:14])[CH2:3][CH2:4][CH2:5][CH2:6][CH2:7][CH2:8][C:9]([O:11]CC)=[O:10].[OH-].[Na+], predict the reaction product. (6) Given the reactants [Cl:1][C:2]1[CH:3]=[N:4][CH:5]=[C:6]([Cl:17])[C:7]=1[N:8]1[CH2:13][CH2:12][CH:11]([C:14]([NH2:16])=O)[CH2:10][CH2:9]1.COC1C=CC(P2(SP(C3C=CC(OC)=CC=3)(=S)S2)=[S:27])=CC=1.C(=O)([O-])O.[Na+], predict the reaction product. The product is: [Cl:1][C:2]1[CH:3]=[N:4][CH:5]=[C:6]([Cl:17])[C:7]=1[N:8]1[CH2:13][CH2:12][CH:11]([C:14](=[S:27])[NH2:16])[CH2:10][CH2:9]1. (7) Given the reactants [CH3:1][O:2][C:3](=[O:16])[C:4]1[CH:9]=[C:8]([OH:10])[CH:7]=[CH:6][C:5]=1[NH:11][C:12](=[O:15])[CH2:13][CH3:14].C(=O)([O-])[O-].[K+].[K+].F[C:24]1[CH:29]=[CH:28][CH:27]=[CH:26][C:25]=1[N+:30]([O-:32])=[O:31].O, predict the reaction product. The product is: [CH3:1][O:2][C:3](=[O:16])[C:4]1[CH:9]=[C:8]([O:10][C:24]2[CH:29]=[CH:28][CH:27]=[CH:26][C:25]=2[N+:30]([O-:32])=[O:31])[CH:7]=[CH:6][C:5]=1[NH:11][C:12](=[O:15])[CH2:13][CH3:14]. (8) Given the reactants [N+:1]([C:4]1[CH:5]=[C:6]2[C:10](=[CH:11][CH:12]=1)[N:9]([CH2:13][C:14]1[CH:15]=[N:16][CH:17]=[CH:18][CH:19]=1)[CH:8]=[CH:7]2)([O-])=O.[Cl-].[NH4+], predict the reaction product. The product is: [NH2:1][C:4]1[CH:5]=[C:6]2[C:10](=[CH:11][CH:12]=1)[N:9]([CH2:13][C:14]1[CH:15]=[N:16][CH:17]=[CH:18][CH:19]=1)[CH:8]=[CH:7]2. (9) The product is: [CH3:1][C:2]1([CH2:36][OH:37])[CH2:7][CH2:6][C:5]([C:8]2[CH:13]=[CH:12][C:11]([OH:14])=[CH:10][CH:9]=2)=[C:4]([C:22]2[CH:23]=[CH:24][C:25]([OH:28])=[CH:26][CH:27]=2)[CH2:3]1. Given the reactants [CH3:1][C:2]1([CH2:36][OH:37])[CH2:7][CH2:6][C:5]([C:8]2[CH:13]=[CH:12][C:11]([O:14]CC3C=CC=CC=3)=[CH:10][CH:9]=2)=[C:4]([C:22]2[CH:27]=[CH:26][C:25]([O:28]CC3C=CC=CC=3)=[CH:24][CH:23]=2)[CH2:3]1, predict the reaction product. (10) Given the reactants [NH2:1][C:2]1[CH:3]=[CH:4][C:5]([O:8][CH2:9][CH2:10][N:11]2[CH2:15][CH2:14][CH2:13][CH2:12]2)=[N:6][CH:7]=1.[Cl:16][C:17]1[CH:22]=[CH:21][C:20]([C:23]2[CH:24]=[C:25]([C:28](O)=[O:29])[NH:26][CH:27]=2)=[CH:19][CH:18]=1, predict the reaction product. The product is: [Cl:16][C:17]1[CH:22]=[CH:21][C:20]([C:23]2[CH:24]=[C:25]([C:28]([NH:1][C:2]3[CH:7]=[N:6][C:5]([O:8][CH2:9][CH2:10][N:11]4[CH2:15][CH2:14][CH2:13][CH2:12]4)=[CH:4][CH:3]=3)=[O:29])[NH:26][CH:27]=2)=[CH:19][CH:18]=1.